Dataset: Full USPTO retrosynthesis dataset with 1.9M reactions from patents (1976-2016). Task: Predict the reactants needed to synthesize the given product. (1) Given the product [CH2:1]([C:3]1[C:8](=[O:9])[NH:7][C:6]([CH3:10])=[C:5]([C:11]2[S:15][C:14]([CH2:16][OH:17])=[CH:13][CH:12]=2)[CH:4]=1)[CH3:2], predict the reactants needed to synthesize it. The reactants are: [CH2:1]([C:3]1[C:8](=[O:9])[NH:7][C:6]([CH3:10])=[C:5]([C:11]2[S:15][C:14]([CH:16]=[O:17])=[CH:13][CH:12]=2)[CH:4]=1)[CH3:2].[BH4-].[Na+]. (2) Given the product [CH2:25]([O:24][C:18]1[CH:19]=[CH:20][C:21]([Cl:23])=[CH:22][C:17]=1[C:12]1[CH:13]=[N:14][CH:15]=[CH:16][C:11]=1[C:7]1[CH:6]=[C:5]([CH:10]=[CH:9][CH:8]=1)[C:4]([OH:32])=[O:3])[C:26]1[CH:27]=[CH:28][CH:29]=[CH:30][CH:31]=1, predict the reactants needed to synthesize it. The reactants are: C([O:3][C:4](=[O:32])[C:5]1[CH:10]=[CH:9][CH:8]=[C:7]([C:11]2[CH:16]=[CH:15][N:14]=[CH:13][C:12]=2[C:17]2[CH:22]=[C:21]([Cl:23])[CH:20]=[CH:19][C:18]=2[O:24][CH2:25][C:26]2[CH:31]=[CH:30][CH:29]=[CH:28][CH:27]=2)[CH:6]=1)C. (3) Given the product [F:12][C:10]1[CH:9]=[CH:8][C:3]([C:4]([O:6][CH3:7])=[O:5])=[C:2]([N:1]=[C:19]=[S:20])[CH:11]=1, predict the reactants needed to synthesize it. The reactants are: [NH2:1][C:2]1[CH:11]=[C:10]([F:12])[CH:9]=[CH:8][C:3]=1[C:4]([O:6][CH3:7])=[O:5].O.C(=O)([O-])O.[Na+].[C:19](Cl)(Cl)=[S:20]. (4) The reactants are: [Br:1][C:2]1[N:3]=[CH:4][C:5](=[N:15]S(C2C=CC(C)=CC=2)(=O)=O)[N:6]([CH:8]([CH3:14])[C:9]([CH:11]2[CH2:13][CH2:12]2)=O)[CH:7]=1.FC(F)(F)C(OC(=O)C(F)(F)F)=O. Given the product [Br:1][C:2]1[N:3]=[CH:4][C:5]2[N:6]([C:8]([CH3:14])=[C:9]([CH:11]3[CH2:13][CH2:12]3)[N:15]=2)[CH:7]=1, predict the reactants needed to synthesize it. (5) Given the product [CH:10]1([CH2:9][O:8][C:5]2[CH:6]=[CH:7][C:2]([C:18]#[C:17][Si:14]([CH3:16])([CH3:15])[CH3:13])=[N:3][CH:4]=2)[CH2:12][CH2:11]1, predict the reactants needed to synthesize it. The reactants are: Br[C:2]1[CH:7]=[CH:6][C:5]([O:8][CH2:9][CH:10]2[CH2:12][CH2:11]2)=[CH:4][N:3]=1.[CH3:13][Si:14]([C:17]#[CH:18])([CH3:16])[CH3:15].C(N(CC)CC)C.